From a dataset of Full USPTO retrosynthesis dataset with 1.9M reactions from patents (1976-2016). Predict the reactants needed to synthesize the given product. (1) Given the product [C:1]([C:3]1[CH:8]=[C:7]([CH3:9])[CH:6]=[CH:5][C:4]=1[C:10]1[CH:15]=[C:14]([CH:16]([OH:19])[CH2:17][OH:18])[CH:13]=[C:12]([C:20]([NH:31][CH2:30][C:27]2[CH:28]=[N:29][C:24]([CH3:23])=[CH:25][CH:26]=2)=[O:21])[CH:11]=1)#[N:2], predict the reactants needed to synthesize it. The reactants are: [C:1]([C:3]1[CH:8]=[C:7]([CH3:9])[CH:6]=[CH:5][C:4]=1[C:10]1[CH:15]=[C:14]([CH:16]([OH:19])[CH2:17][OH:18])[CH:13]=[C:12]([C:20](O)=[O:21])[CH:11]=1)#[N:2].[CH3:23][C:24]1[N:29]=[CH:28][C:27]([CH2:30][NH2:31])=[CH:26][CH:25]=1.F[P-](F)(F)(F)(F)F.C[N+](C)=C(N(C)C)ON1C2N=CC=CC=2N=N1.C(N(CC)C(C)C)(C)C. (2) Given the product [CH3:1][O:2][C:3]1[CH:12]=[CH:11][C:10]([C:14]2[CH:19]=[CH:18][CH:17]=[CH:16][CH:15]=2)=[CH:9][C:4]=1[C:5]([O:7][CH3:8])=[O:6], predict the reactants needed to synthesize it. The reactants are: [CH3:1][O:2][C:3]1[CH:12]=[CH:11][C:10](I)=[CH:9][C:4]=1[C:5]([O:7][CH3:8])=[O:6].[C:14]1(B(O)O)[CH:19]=[CH:18][CH:17]=[CH:16][CH:15]=1.C(=O)([O-])[O-].[Na+].[Na+]. (3) Given the product [OH:35][CH:32]1[CH2:33][CH2:34][N:30]([CH2:25][CH:11]2[CH2:12][CH:13]([C:15]3[CH:20]=[CH:19][C:18]([C:21]([F:24])([F:23])[F:22])=[CH:17][CH:16]=3)[CH2:14][N:9]([C:7]([N:1]3[CH2:6][CH2:5][O:4][CH2:3][CH2:2]3)=[O:8])[CH2:10]2)[CH2:31]1, predict the reactants needed to synthesize it. The reactants are: [N:1]1([C:7]([N:9]2[CH2:14][CH:13]([C:15]3[CH:20]=[CH:19][C:18]([C:21]([F:24])([F:23])[F:22])=[CH:17][CH:16]=3)[CH2:12][CH:11]([CH2:25]S([O-])(=O)=O)[CH2:10]2)=[O:8])[CH2:6][CH2:5][O:4][CH2:3][CH2:2]1.[NH:30]1[CH2:34][CH2:33][CH:32]([OH:35])[CH2:31]1. (4) Given the product [C:1]([C:3]1[CH:4]=[C:5]2[C:10](=[CH:11][C:12]=1[O:13][CH2:14][CH2:15][CH2:16][C:17]([OH:19])=[O:18])[N:9]=[CH:8][CH:7]=[C:6]2[O:21][C:22]1[CH:23]=[CH:24][C:25]([NH:28][C:29]([NH:31][C:32]2[CH:37]=[CH:36][C:35]([O:38][CH3:39])=[CH:34][CH:33]=2)=[O:30])=[CH:26][CH:27]=1)#[N:2], predict the reactants needed to synthesize it. The reactants are: [C:1]([C:3]1[CH:4]=[C:5]2[C:10](=[CH:11][C:12]=1[O:13][CH2:14][CH2:15][CH2:16][C:17]([O:19]C)=[O:18])[N:9]=[CH:8][CH:7]=[C:6]2[O:21][C:22]1[CH:27]=[CH:26][C:25]([NH:28][C:29]([NH:31][C:32]2[CH:37]=[CH:36][C:35]([O:38][CH3:39])=[CH:34][CH:33]=2)=[O:30])=[CH:24][CH:23]=1)#[N:2].[OH-].[Na+].